Dataset: Forward reaction prediction with 1.9M reactions from USPTO patents (1976-2016). Task: Predict the product of the given reaction. Given the reactants Br[CH2:2][C:3]1[N:4]([S:16]([C:19]2[CH:24]=[CH:23][CH:22]=[C:21]([C:25]([CH3:28])([CH3:27])[CH3:26])[CH:20]=2)(=[O:18])=[O:17])[C:5]2[C:10]([CH:11]=1)=[CH:9][C:8]([C:12]([F:15])([F:14])[F:13])=[CH:7][CH:6]=2.OB(O)[C:31]1[CH:32]=[C:33]([C:36]([OH:38])=[O:37])[S:34][CH:35]=1, predict the reaction product. The product is: [CH3:27][C:25]([C:21]1[CH:20]=[C:19]([S:16]([N:4]2[C:5]3[C:10](=[CH:9][C:8]([C:12]([F:15])([F:14])[F:13])=[CH:7][CH:6]=3)[CH:11]=[C:3]2[CH2:2][C:31]2[CH:32]=[C:33]([C:36]([OH:38])=[O:37])[S:34][CH:35]=2)(=[O:17])=[O:18])[CH:24]=[CH:23][CH:22]=1)([CH3:26])[CH3:28].